From a dataset of Forward reaction prediction with 1.9M reactions from USPTO patents (1976-2016). Predict the product of the given reaction. (1) The product is: [Cl:1][C:2]1[CH:10]=[CH:9][CH:8]=[CH:7][C:3]=1[C:4]([NH:21][CH2:20][CH:19]([C:16]1[CH:17]=[N:18][C:13]([CH:12]([F:27])[F:11])=[N:14][CH:15]=1)[CH2:22][C:23]1([F:26])[CH2:25][CH2:24]1)=[O:6]. Given the reactants [Cl:1][C:2]1[CH:10]=[CH:9][CH:8]=[CH:7][C:3]=1[C:4]([OH:6])=O.[F:11][CH:12]([F:27])[C:13]1[N:18]=[CH:17][C:16]([CH:19]([CH2:22][C:23]2([F:26])[CH2:25][CH2:24]2)[CH2:20][NH2:21])=[CH:15][N:14]=1, predict the reaction product. (2) Given the reactants [Cl:1][C:2]1[CH:7]=[CH:6][C:5]([C:8]2O[C:10](=[O:18])[C:11]3[CH:17]=[CH:16][CH:15]=[CH:14][C:12]=3[N:13]=2)=[CH:4][CH:3]=1.[CH2:19]([NH2:27])[CH2:20][C:21]1[CH:26]=[CH:25][CH:24]=[CH:23][CH:22]=1, predict the reaction product. The product is: [Cl:1][C:2]1[CH:3]=[CH:4][C:5]([C:8]2[N:27]([CH2:19][CH2:20][C:21]3[CH:26]=[CH:25][CH:24]=[CH:23][CH:22]=3)[C:10](=[O:18])[C:11]3[C:12](=[CH:14][CH:15]=[CH:16][CH:17]=3)[N:13]=2)=[CH:6][CH:7]=1. (3) The product is: [CH2:6]([O:8][C:9]1[C:10]([F:28])=[C:11]2[C:20]([C:19]3[CH:18]=[CH:17][C:16]([OH:30])=[C:15]([F:23])[C:14]=3[C:13]([F:24])([F:25])[C:12]2([F:27])[F:26])=[CH:21][CH:22]=1)[CH3:7]. Given the reactants C([Li])CCC.[CH2:6]([O:8][C:9]1[CH:22]=[CH:21][C:20]2[C:19]3[C:14](=[C:15]([F:23])[CH:16]=[CH:17][CH:18]=3)[C:13]([F:25])([F:24])[C:12]([F:27])([F:26])[C:11]=2[C:10]=1[F:28])[CH3:7].B(OC)(OC)[O:30]C.C(O)(=O)C.O.OO, predict the reaction product. (4) Given the reactants Cl.[NH2:2][C@@H:3]([CH2:8][C:9]1[CH:14]=[CH:13][C:12]([C:15]([F:18])([F:17])[F:16])=[CH:11][CH:10]=1)[CH2:4][C:5](O)=O.Br[C:20]1[CH:21]=[C:22]2[C:26](=[CH:27][CH:28]=1)[NH:25][N:24]=[CH:23]2.C(C1C=C2[C:37](=[CH:38]C=1)[NH:36][N:35]=C2)#C.C(C1C=C2C(=CC=1)N[N:46]=C2C)#C, predict the reaction product. The product is: [NH:25]1[C:26]2[C:22](=[CH:21][C:20]([C:38]3[N:46]=[N:35][N:36]([CH2:5][CH2:4][C@@H:3]([NH2:2])[CH2:8][C:9]4[CH:14]=[CH:13][C:12]([C:15]([F:18])([F:17])[F:16])=[CH:11][CH:10]=4)[CH:37]=3)=[CH:28][CH:27]=2)[CH:23]=[N:24]1. (5) Given the reactants C(Cl)CCl.[Cl:5][C:6]1[CH:7]=[CH:8][C:9]([CH2:21][N:22]2[CH2:25][CH:24]([OH:26])[CH2:23]2)=[C:10]([CH:20]=1)[CH2:11][NH:12][C:13](=[O:19])[C@@H:14]1[CH2:18][CH2:17][CH2:16][NH:15]1.[OH:27][C:28]1([C:41](O)=[O:42])[C:40]2[CH:39]=[CH:38][CH:37]=[CH:36][C:35]=2[C:34]2[C:29]1=[CH:30][CH:31]=[CH:32][CH:33]=2.C1C=NC2N(O)N=NC=2C=1, predict the reaction product. The product is: [OH:27][C:28]1([C:41]([N:15]2[CH2:16][CH2:17][CH2:18][C@H:14]2[C:13]([NH:12][CH2:11][C:10]2[CH:20]=[C:6]([Cl:5])[CH:7]=[CH:8][C:9]=2[CH2:21][N:22]2[CH2:25][CH:24]([OH:26])[CH2:23]2)=[O:19])=[O:42])[C:29]2[CH:30]=[CH:31][CH:32]=[CH:33][C:34]=2[C:35]2[C:40]1=[CH:39][CH:38]=[CH:37][CH:36]=2.